From a dataset of Reaction yield outcomes from USPTO patents with 853,638 reactions. Predict the reaction yield, written as a fraction of the theoretical maximum amount of product (1.0 means a 100% yield; for example, 0.34 means a 34% yield). (1) The reactants are [BH4-].[Na+].[C:3]([C:6]1[CH:14]=[CH:13][CH:12]=[C:11]2[C:7]=1[C:8]([NH:27][S:28]([C:31]1[S:32][C:33]([Cl:36])=[CH:34][CH:35]=1)(=[O:30])=[O:29])=[N:9][N:10]2[CH2:15][C:16]1[CH:17]=[C:18]([CH2:22][NH:23][C:24](=[O:26])[CH3:25])[CH:19]=[CH:20][CH:21]=1)(=[O:5])[CH3:4].Cl. The catalyst is CO. The product is [Cl:36][C:33]1[S:32][C:31]([S:28]([NH:27][C:8]2[C:7]3[C:11](=[CH:12][CH:13]=[CH:14][C:6]=3[CH:3]([OH:5])[CH3:4])[N:10]([CH2:15][C:16]3[CH:17]=[C:18]([CH2:22][NH:23][C:24](=[O:26])[CH3:25])[CH:19]=[CH:20][CH:21]=3)[N:9]=2)(=[O:29])=[O:30])=[CH:35][CH:34]=1. The yield is 0.480. (2) The reactants are [Cl:1][C:2]1[CH:7]=[C:6]([C:8]#[N:9])[C:5]([CH3:10])=[CH:4][C:3]=1[CH:11]=[CH:12][C:13]([O:15][C:16]([CH3:19])([CH3:18])[CH3:17])=[O:14]. The catalyst is CO.[Pd]. The product is [Cl:1][C:2]1[CH:7]=[C:6]([C:8]#[N:9])[C:5]([CH3:10])=[CH:4][C:3]=1[CH2:11][CH2:12][C:13]([O:15][C:16]([CH3:19])([CH3:18])[CH3:17])=[O:14]. The yield is 0.885. (3) The reactants are [F:1][C:2]1[C:3](OC)=[CH:4][C:5]2[S:9][C:8]([C:10](=[C:13]([C:15]3O[CH:17]=[CH:18][CH:19]=3)O)[C:11]#[N:12])=N[C:6]=2[CH:20]=1.[C:23]1(P(C2C=CC=CC=2)C2C=CC=CC=2)C=CC=CC=1.ClC(C1OC=CC=1)=C(C1SC2C=C(OC)C(F)=CC=2N=1)C#N.[OH2:64].[NH2:65][NH2:66].Cl.[OH-:68].[NH4+:69]. The catalyst is ClCCl.C(Cl)(Cl)(Cl)Cl.CO. The product is [F:1][C:2]1[C:20]([O:68][CH3:23])=[CH:6][C:5]2[S:9][C:8]([C:10]3[C:13]([C:15]4[O:64][CH:17]=[CH:18][CH:19]=4)=[N:66][NH:65][C:11]=3[NH2:12])=[N:69][C:4]=2[CH:3]=1. The yield is 0.210. (4) The reactants are [F:1][C:2]([F:20])([S:13]([CH2:16][CH2:17][CH2:18][OH:19])(=[O:15])=[O:14])[C:3]([F:12])([F:11])[C:4]([F:10])([F:9])[C:5]([F:8])([F:7])[F:6].C(N(CC)CC)C.[Cl-].[Ca+2].[Cl-].[C:31](Cl)(=[O:34])[CH:32]=[CH2:33]. The catalyst is C(C1C=C(O)C(=CC=1)O)(C)(C)C.ClCCl. The product is [C:31]([O:19][CH2:18][CH2:17][CH2:16][S:13]([C:2]([F:1])([F:20])[C:3]([F:11])([F:12])[C:4]([F:10])([F:9])[C:5]([F:8])([F:7])[F:6])(=[O:15])=[O:14])(=[O:34])[CH:32]=[CH2:33]. The yield is 0.953. (5) The reactants are [C:1]([C:3]1[CH:4]=[C:5]2[C:9](=[CH:10][CH:11]=1)[N:8]([CH:12]1[CH2:17][CH2:16][CH2:15][CH2:14][O:13]1)[N:7]=[C:6]2[C:18]1[CH:19]=[C:20]2[C:25](=[CH:26][CH:27]=1)[CH:24]=[C:23]([C:28](O)=[O:29])[CH:22]=[CH:21]2)#[N:2].C1C=CC2N(O)N=NC=2C=1.CCN=C=NCCCN(C)C.[NH2:52][CH2:53][CH2:54][N:55]1[CH2:59][CH2:58][CH2:57][CH2:56]1. The catalyst is CN(C=O)C.O. The product is [N:55]1([CH2:54][CH2:53][NH:52][C:28]([C:23]2[CH:22]=[CH:21][C:20]3[C:25](=[CH:26][CH:27]=[C:18]([C:6]4[C:5]5[C:9](=[CH:10][CH:11]=[C:3]([C:1]#[N:2])[CH:4]=5)[N:8]([CH:12]5[CH2:17][CH2:16][CH2:15][CH2:14][O:13]5)[N:7]=4)[CH:19]=3)[CH:24]=2)=[O:29])[CH2:59][CH2:58][CH2:57][CH2:56]1. The yield is 0.960. (6) The reactants are [CH:1]1([NH:6][C:7]2[N:12]3[N:13]=[C:14]([C:23]4[CH:28]=[CH:27][CH:26]=[CH:25][CH:24]=4)[C:15]([C:16]4[CH:21]=[CH:20][N:19]=[C:18](F)[CH:17]=4)=[C:11]3[N:10]=[C:9](SC)[N:8]=2)[CH2:5][CH2:4][CH2:3][CH2:2]1.[CH:31]1([NH2:36])[CH2:35][CH2:34][CH2:33][CH2:32]1. No catalyst specified. The product is [CH:31]1([NH:36][C:9]2[N:8]=[C:7]([NH:6][CH:1]3[CH2:5][CH2:4][CH2:3][CH2:2]3)[N:12]3[N:13]=[C:14]([C:23]4[CH:28]=[CH:27][CH:26]=[CH:25][CH:24]=4)[C:15]([C:16]4[CH:21]=[CH:20][N:19]=[C:18]([NH:6][CH:1]5[CH2:5][CH2:4][CH2:3][CH2:2]5)[CH:17]=4)=[C:11]3[N:10]=2)[CH2:35][CH2:34][CH2:33][CH2:32]1. The yield is 0.340. (7) The reactants are [Cl:1][C:2]1[CH:10]=[CH:9][C:8]2[N:7]([CH2:11][C:12]([OH:14])=[O:13])[C:6]3[CH2:15][CH2:16][N:17]([CH3:19])[CH2:18][C:5]=3[C:4]=2[CH:3]=1.[CH:20]1([CH2:26]O)[CH2:25][CH2:24][CH2:23][CH2:22][CH2:21]1.C1(N=C=NC2CCCCC2)CCCCC1. The catalyst is ClCCl.CN(C)C1C=CN=CC=1. The product is [Cl:1][C:2]1[CH:10]=[CH:9][C:8]2[N:7]([CH2:11][C:12]([O:14][CH2:26][CH:20]3[CH2:25][CH2:24][CH2:23][CH2:22][CH2:21]3)=[O:13])[C:6]3[CH2:15][CH2:16][N:17]([CH3:19])[CH2:18][C:5]=3[C:4]=2[CH:3]=1. The yield is 0.113. (8) The reactants are [Br-].[CH2:2]([O:4][C:5](=[O:10])[CH2:6][CH2:7][CH2:8][Zn+])[CH3:3].Cl[C:12]1[N:17]=[C:16]([Cl:18])[CH:15]=[C:14]([N:19]2[CH2:24][CH2:23][O:22][CH2:21][CH2:20]2)[N:13]=1. The catalyst is C1COCC1.[CH2-]C1C=CC=CC=1.C1C=CC(P(C2C=CC=CC=2)C2C=CC=CC=2)=CC=1.C1C=CC(P(C2C=CC=CC=2)C2C=CC=CC=2)=CC=1.Cl[Pd+]. The product is [Cl:18][C:16]1[CH:15]=[C:14]([N:19]2[CH2:24][CH2:23][O:22][CH2:21][CH2:20]2)[N:13]=[C:12]([CH2:8][CH2:7][CH2:6][C:5]([O:4][CH2:2][CH3:3])=[O:10])[N:17]=1. The yield is 0.330. (9) The reactants are Br[C:2]1[CH:3]=[C:4]([CH:7]=[CH:8][C:9]=1[O:10][CH3:11])[CH:5]=[O:6].[CH3:12][C:13]1[C:14](B(O)O)=[CH:15][C:16]2[C:17]([CH3:26])([CH3:25])[CH2:18][CH2:19][C:20]([CH3:24])([CH3:23])[C:21]=2[CH:22]=1.C(=O)([O-])[O-].[K+].[K+]. The catalyst is COCCOC.O.C(OCC)(=O)C.C1C=CC([P]([Pd]([P](C2C=CC=CC=2)(C2C=CC=CC=2)C2C=CC=CC=2)([P](C2C=CC=CC=2)(C2C=CC=CC=2)C2C=CC=CC=2)[P](C2C=CC=CC=2)(C2C=CC=CC=2)C2C=CC=CC=2)(C2C=CC=CC=2)C2C=CC=CC=2)=CC=1. The product is [CH3:12][C:13]1[C:14]([C:2]2[CH:3]=[C:4]([CH:7]=[CH:8][C:9]=2[O:10][CH3:11])[CH:5]=[O:6])=[CH:15][C:16]2[C:17]([CH3:26])([CH3:25])[CH2:18][CH2:19][C:20]([CH3:24])([CH3:23])[C:21]=2[CH:22]=1. The yield is 0.900.